From a dataset of Reaction yield outcomes from USPTO patents with 853,638 reactions. Predict the reaction yield, written as a fraction of the theoretical maximum amount of product (1.0 means a 100% yield; for example, 0.34 means a 34% yield). (1) The reactants are [BH4-].[Na+].[Br:3][C:4]1[CH:5]=[CH:6][C:7]([OH:18])=[C:8]([C:10]([C:12]2[CH:17]=[CH:16][CH:15]=[CH:14][CH:13]=2)=[O:11])[CH:9]=1. The catalyst is CO. The product is [Br:3][C:4]1[CH:5]=[CH:6][C:7]([OH:18])=[C:8]([CH:10]([OH:11])[C:12]2[CH:17]=[CH:16][CH:15]=[CH:14][CH:13]=2)[CH:9]=1. The yield is 0.980. (2) The reactants are CC1(C)C(C)(C)OB([C:9]2[CH:18]=[CH:17][CH:16]=[C:15]3[C:10]=2[CH2:11][CH2:12][N:13]([C:19]([O:21][C:22]([CH3:25])([CH3:24])[CH3:23])=[O:20])[CH2:14]3)O1.Br[C:28]1[S:32][C:31]([C:33]2[CH:34]=[CH:35][C:36]([O:41][CH:42]([CH3:44])[CH3:43])=[C:37]([CH:40]=2)[C:38]#[N:39])=[N:30][N:29]=1.C([O-])([O-])=O.[Na+].[Na+]. The catalyst is COCCOC.O.Cl[Pd](Cl)([P](C1C=CC=CC=1)(C1C=CC=CC=1)C1C=CC=CC=1)[P](C1C=CC=CC=1)(C1C=CC=CC=1)C1C=CC=CC=1. The product is [C:38]([C:37]1[CH:40]=[C:33]([C:31]2[S:32][C:28]([C:9]3[CH:18]=[CH:17][CH:16]=[C:15]4[C:10]=3[CH2:11][CH2:12][N:13]([C:19]([O:21][C:22]([CH3:23])([CH3:24])[CH3:25])=[O:20])[CH2:14]4)=[N:29][N:30]=2)[CH:34]=[CH:35][C:36]=1[O:41][CH:42]([CH3:44])[CH3:43])#[N:39]. The yield is 0.620. (3) The reactants are [C:1]([Mg]Br)#[CH:2].[C:5]([O:9][C:10](=[O:23])[NH:11][C:12]([C:16]1[CH:21]=[CH:20][CH:19]=[C:18]([Br:22])[CH:17]=1)([CH3:15])[CH:13]=[O:14])([CH3:8])([CH3:7])[CH3:6]. The catalyst is C1COCC1.[NH4+].[Cl-]. The product is [C:5]([O:9][C:10](=[O:23])[NH:11][C:12]([C:16]1[CH:21]=[CH:20][CH:19]=[C:18]([Br:22])[CH:17]=1)([CH3:15])[CH:13]([OH:14])[C:1]#[CH:2])([CH3:6])([CH3:7])[CH3:8]. The yield is 0.990. (4) The reactants are [CH3:1][O:2][C:3]1[CH:8]=[CH:7][CH:6]=[CH:5][C:4]=1[N:9]1[CH2:14][CH2:13][N:12]([CH2:15][CH2:16][C:17]([C:25]([CH:27]2[CH2:32][CH2:31][CH2:30][CH2:29][CH2:28]2)=[O:26])([C:19]2[CH:24]=[CH:23][CH:22]=[CH:21][CH:20]=2)[CH3:18])[CH2:11][CH2:10]1.[ClH:33].C(OCC)C. The catalyst is CO. The product is [ClH:33].[ClH:33].[CH3:1][O:2][C:3]1[CH:8]=[CH:7][CH:6]=[CH:5][C:4]=1[N:9]1[CH2:10][CH2:11][N:12]([CH2:15][CH2:16][C:17]([C:25]([CH:27]2[CH2:32][CH2:31][CH2:30][CH2:29][CH2:28]2)=[O:26])([C:19]2[CH:20]=[CH:21][CH:22]=[CH:23][CH:24]=2)[CH3:18])[CH2:13][CH2:14]1. The yield is 0.760. (5) The reactants are Br.[NH2:2][C:3]1[C:4]([OH:18])=[C:5]([C:9]2[CH:14]=[CH:13][CH:12]=[C:11]([C:15]([OH:17])=[O:16])[CH:10]=2)[CH:6]=[CH:7][CH:8]=1.[N:19]([O-])=O.[Na+].[CH3:23][C:24]1[CH2:25][C:26](=[O:42])[N:27]([C:29]2[CH:30]=[C:31]3[C:35](=[CH:36][CH:37]=2)[C:34]([CH3:39])([CH3:38])[CH2:33][C:32]3([CH3:41])[CH3:40])[N:28]=1.C(=O)(O)[O-].[Na+]. The catalyst is Cl.C(O)C. The product is [OH:18][C:4]1[C:3]([NH:2][N:19]=[C:25]2[C:26](=[O:42])[N:27]([C:29]3[CH:30]=[C:31]4[C:35](=[CH:36][CH:37]=3)[C:34]([CH3:39])([CH3:38])[CH2:33][C:32]4([CH3:41])[CH3:40])[N:28]=[C:24]2[CH3:23])=[CH:8][CH:7]=[CH:6][C:5]=1[C:9]1[CH:14]=[CH:13][CH:12]=[C:11]([C:15]([OH:17])=[O:16])[CH:10]=1. The yield is 0.294. (6) The yield is 0.260. The reactants are [NH2:1][C:2]1[CH:15]=[CH:14][C:5]2[N:6]([CH2:12][CH3:13])[C:7](=[O:11])[CH2:8][CH2:9][CH2:10][C:4]=2[C:3]=1[O:16][CH3:17].Cl[C:19]1[N:24]=[C:23]([NH:25][C:26]2[CH:31]=[CH:30][C:29]([N:32]3[CH2:37][CH2:36][N:35]([CH3:38])[CH2:34][CH2:33]3)=[CH:28][C:27]=2[O:39][CH3:40])[C:22]([Cl:41])=[CH:21][N:20]=1. The product is [Cl:41][C:22]1[C:23]([NH:25][C:26]2[CH:31]=[CH:30][C:29]([N:32]3[CH2:37][CH2:36][N:35]([CH3:38])[CH2:34][CH2:33]3)=[CH:28][C:27]=2[O:39][CH3:40])=[N:24][C:19]([NH:1][C:2]2[CH:15]=[CH:14][C:5]3[N:6]([CH2:12][CH3:13])[C:7](=[O:11])[CH2:8][CH2:9][CH2:10][C:4]=3[C:3]=2[O:16][CH3:17])=[N:20][CH:21]=1. No catalyst specified. (7) The reactants are Br[C:2]1[CH:3]=[CH:4][C:5]2[N:9]=[CH:8][N:7]([CH3:10])[C:6]=2[CH:11]=1.[CH3:12][C:13]1([CH3:29])[C:17]([CH3:19])([CH3:18])[O:16][B:15]([B:15]2[O:16][C:17]([CH3:19])([CH3:18])[C:13]([CH3:29])([CH3:12])[O:14]2)[O:14]1.C([O-])(=O)C.[K+]. The catalyst is O1CCOCC1.C1C=CC(P(C2C=CC=CC=2)[C-]2C=CC=C2)=CC=1.C1C=CC(P(C2C=CC=CC=2)[C-]2C=CC=C2)=CC=1.Cl[Pd]Cl.[Fe+2]. The product is [CH3:10][N:7]1[C:6]2[CH:11]=[C:2]([B:15]3[O:16][C:17]([CH3:19])([CH3:18])[C:13]([CH3:29])([CH3:12])[O:14]3)[CH:3]=[CH:4][C:5]=2[N:9]=[CH:8]1. The yield is 0.980.